Dataset: Full USPTO retrosynthesis dataset with 1.9M reactions from patents (1976-2016). Task: Predict the reactants needed to synthesize the given product. (1) Given the product [Cl:23][C:4]1[CH:3]=[C:2]([NH:1][S:25]([CH3:24])(=[O:27])=[O:26])[CH:22]=[CH:21][C:5]=1[CH2:6][N:7]1[C:11]2=[N:12][C:13]([C:16]([O:18][CH3:19])=[O:17])=[CH:14][CH:15]=[C:10]2[N:9]=[C:8]1[CH3:20], predict the reactants needed to synthesize it. The reactants are: [NH2:1][C:2]1[CH:22]=[CH:21][C:5]([CH2:6][N:7]2[C:11]3=[N:12][C:13]([C:16]([O:18][CH3:19])=[O:17])=[CH:14][CH:15]=[C:10]3[N:9]=[C:8]2[CH3:20])=[C:4]([Cl:23])[CH:3]=1.[CH3:24][S:25](Cl)(=[O:27])=[O:26]. (2) Given the product [CH2:14]([N:16]1[CH2:20][CH2:19][C@@H:18]([N:21]([CH2:22][CH2:23][C:24]2[CH:29]=[CH:28][CH:27]=[C:26]([F:30])[CH:25]=2)[C:6](=[O:11])[C:7]([F:8])([F:9])[F:10])[CH2:17]1)[CH3:15], predict the reactants needed to synthesize it. The reactants are: [F:8][C:7]([F:10])([F:9])[C:6](O[C:6](=[O:11])[C:7]([F:10])([F:9])[F:8])=[O:11].[CH2:14]([N:16]1[CH2:20][CH2:19][C@@H:18]([NH:21][CH2:22][CH2:23][C:24]2[CH:29]=[CH:28][CH:27]=[C:26]([F:30])[CH:25]=2)[CH2:17]1)[CH3:15].C(N(CC)CC)C. (3) Given the product [CH3:12][C:8]1([C:4]2[CH:3]=[C:2]([C:21]3[CH:26]=[CH:25][N:24]4[C:27]([C:30]5[CH:31]=[C:32]([NH:36][C:37]([NH:39][CH2:40][C:41]([F:42])([F:44])[F:43])=[O:38])[CH:33]=[CH:34][CH:35]=5)=[CH:28][N:29]=[C:23]4[CH:22]=3)[CH:7]=[CH:6][CH:5]=2)[CH2:11][CH2:10][O:9]1, predict the reactants needed to synthesize it. The reactants are: Br[C:2]1[CH:3]=[C:4]([C:8]2([CH3:12])[CH2:11][CH2:10][O:9]2)[CH:5]=[CH:6][CH:7]=1.CC1(C)C(C)(C)OB([C:21]2[CH:26]=[CH:25][N:24]3[C:27]([C:30]4[CH:31]=[C:32]([NH:36][C:37]([NH:39][CH2:40][C:41]([F:44])([F:43])[F:42])=[O:38])[CH:33]=[CH:34][CH:35]=4)=[CH:28][N:29]=[C:23]3[CH:22]=2)O1. (4) Given the product [CH2:75]([O:8][C:9]1[CH:10]=[C:11]([S:15][C:16]2[CH:42]=[CH:41][C:19]([C:20]3[S:56][C:24]([C@@:26]4([CH3:40])[CH2:30][O:29][C:28]([CH3:31])([CH3:32])[N:27]4[C:33]([O:35][C:36]([CH3:38])([CH3:39])[CH3:37])=[O:34])=[N:23][N:22]=3)=[CH:18][C:17]=2[C:43]([F:46])([F:45])[F:44])[CH:12]=[CH:13][CH:14]=1)[C:69]1[CH:74]=[CH:73][CH:72]=[CH:71][CH:70]=1, predict the reactants needed to synthesize it. The reactants are: C([O:8][C:9]1[CH:10]=[C:11]([S:15][C:16]2[CH:42]=[CH:41][C:19]([C:20]([NH:22][NH:23][C:24]([C@@:26]3([CH3:40])[CH2:30][O:29][C:28]([CH3:32])([CH3:31])[N:27]3[C:33]([O:35][C:36]([CH3:39])([CH3:38])[CH3:37])=[O:34])=O)=O)=[CH:18][C:17]=2[C:43]([F:46])([F:45])[F:44])[CH:12]=[CH:13][CH:14]=1)C1C=CC=CC=1.COC1C=CC(P2(SP(C3C=CC(OC)=CC=3)(=S)S2)=[S:56])=CC=1.[C:69]1([CH3:75])[CH:74]=[CH:73][CH:72]=[CH:71][CH:70]=1. (5) Given the product [CH3:33][N:32]1[C:25]2[N:26]([C:27](=[O:29])[N:28]=[C:23]([O:1][CH2:2][C:3]3[CH:4]=[CH:5][C:6]([O:11][C:12]4[CH:13]=[N:14][CH:15]=[C:16]([C:18]([F:21])([F:19])[F:20])[CH:17]=4)=[C:7]([CH:10]=3)[C:8]#[N:9])[CH:24]=2)[CH2:30][C@@H:31]1[CH3:34], predict the reactants needed to synthesize it. The reactants are: [OH:1][CH2:2][C:3]1[CH:4]=[CH:5][C:6]([O:11][C:12]2[CH:13]=[N:14][CH:15]=[C:16]([C:18]([F:21])([F:20])[F:19])[CH:17]=2)=[C:7]([CH:10]=1)[C:8]#[N:9].Cl[C:23]1[CH:24]=[C:25]2[N:32]([CH3:33])[C@@H:31]([CH3:34])[CH2:30][N:26]2[C:27](=[O:29])[N:28]=1. (6) The reactants are: C[O-].[Na+].[F:4][C:5]1[C:6]([O:14][CH3:15])=[C:7]([C:11](=[NH:13])[NH2:12])[CH:8]=[CH:9][CH:10]=1.O=[C:17]1[CH2:22][CH2:21][CH2:20][CH2:19][CH:18]1[C:23](OC)=[O:24]. Given the product [F:4][C:5]1[C:6]([O:14][CH3:15])=[C:7]([C:11]2[NH:12][C:17]3[CH2:22][CH2:21][CH2:20][CH2:19][C:18]=3[C:23](=[O:24])[N:13]=2)[CH:8]=[CH:9][CH:10]=1, predict the reactants needed to synthesize it. (7) Given the product [Cl:11][C:12]1[C:20]2[CH:19]=[C:18]([C:21](=[O:23])[CH2:22][C:32]([C:27]3[CH:28]=[C:29]([Cl:31])[CH:30]=[C:25]([Cl:24])[CH:26]=3)([OH:37])[C:33]([F:36])([F:35])[F:34])[S:17][C:16]=2[CH:15]=[CH:14][CH:13]=1, predict the reactants needed to synthesize it. The reactants are: [Li+].C[Si]([N-][Si](C)(C)C)(C)C.[Cl:11][C:12]1[C:20]2[CH:19]=[C:18]([C:21](=[O:23])[CH3:22])[S:17][C:16]=2[CH:15]=[CH:14][CH:13]=1.[Cl:24][C:25]1[CH:26]=[C:27]([C:32](=[O:37])[C:33]([F:36])([F:35])[F:34])[CH:28]=[C:29]([Cl:31])[CH:30]=1. (8) Given the product [F:27][C:4]([F:3])([F:26])[C:5]1[CH:6]=[CH:7][C:8]([CH:11]2[NH:20][CH2:19][CH2:18][C:17]3[N:16]=[CH:15][CH:14]=[CH:13][C:12]2=3)=[CH:9][CH:10]=1, predict the reactants needed to synthesize it. The reactants are: [OH-].[K+].[F:3][C:4]([F:27])([F:26])[C:5]1[CH:10]=[CH:9][C:8]([CH:11]2[N:20](C(OCC)=O)[CH2:19][CH2:18][C:17]3[N:16]=[CH:15][CH:14]=[CH:13][C:12]2=3)=[CH:7][CH:6]=1.